This data is from Full USPTO retrosynthesis dataset with 1.9M reactions from patents (1976-2016). The task is: Predict the reactants needed to synthesize the given product. (1) Given the product [Cl:1][C:2]1[C:9]([O:10][CH2:11][F:12])=[CH:8][CH:7]=[C:6]([F:13])[C:3]=1[C:4]1[N:34]=[C:31]2[CH:30]=[CH:29][C:28]([O:27][CH3:26])=[CH:33][N:32]2[C:15]=1[NH:14][C:16]1[CH:25]=[CH:24][C:19]2[O:20][CH2:21][CH2:22][O:23][C:18]=2[CH:17]=1, predict the reactants needed to synthesize it. The reactants are: [Cl:1][C:2]1[C:9]([O:10][CH2:11][F:12])=[CH:8][CH:7]=[C:6]([F:13])[C:3]=1[CH:4]=O.[N+:14]([C:16]1[CH:25]=[CH:24][C:19]2[O:20][CH2:21][CH2:22][O:23][C:18]=2[CH:17]=1)#[C-:15].[CH3:26][O:27][C:28]1[CH:29]=[CH:30][C:31]([NH2:34])=[N:32][CH:33]=1.[Br-].C([N+]1C=CN(C)C=1)CCC. (2) Given the product [OH:42][CH:2]([CH:3]([OH:26])[CH3:4])[CH2:1][N:5]1[C:14]2[CH:13]=[CH:12][CH:11]=[C:10]3[C:15]([CH3:18])([CH3:19])[CH2:16][CH2:17][N:8]([C:9]=23)[C:7](=[O:20])[C:6]1=[O:21], predict the reactants needed to synthesize it. The reactants are: [CH2:1]([N:5]1[C:14]2[CH:13]=[CH:12][CH:11]=[C:10]3[C:15]([CH3:19])([CH3:18])[CH2:16][CH2:17][N:8]([C:9]=23)[C:7](=[O:20])[C:6]1=[O:21])/[CH:2]=[CH:3]/[CH3:4].C[N+]1([O-])CC[O:26]CC1.C(OO)(C)(C)C.OS([O-])(=O)=O.[Na+].[OH2:42]. (3) Given the product [CH:1]([C:4]1[CH:12]=[CH:11][C:7]([C:8]([O:10][CH3:17])=[O:9])=[C:6]([OH:13])[CH:5]=1)([CH3:3])[CH3:2], predict the reactants needed to synthesize it. The reactants are: [CH:1]([C:4]1[CH:12]=[CH:11][C:7]([C:8]([OH:10])=[O:9])=[C:6]([O:13]COC)[CH:5]=1)([CH3:3])[CH3:2].[C:17](Cl)(=O)C.Cl.C[Si](C=[N+]=[N-])(C)C. (4) Given the product [CH2:24]([O:27][C:28]1[C:29](/[C:42](/[CH2:43][CH3:44])=[C:6](/[F:7])\[C:4]([O:3][CH2:2][CH3:1])=[O:5])=[CH:30][C:31]2[C:32]([CH3:41])([CH3:40])[CH2:33][CH2:34][C:35]([CH3:39])([CH3:38])[C:36]=2[CH:37]=1)[CH2:25][CH3:26], predict the reactants needed to synthesize it. The reactants are: [CH3:1][CH2:2][O:3][C:4]([CH:6](P(OCC)(OCC)=O)[F:7])=[O:5].C([N-]C(C)C)(C)C.[Li+].[CH2:24]([O:27][C:28]1[C:29]([C:42](=O)[CH2:43][CH3:44])=[CH:30][C:31]2[C:32]([CH3:41])([CH3:40])[CH2:33][CH2:34][C:35]([CH3:39])([CH3:38])[C:36]=2[CH:37]=1)[CH2:25][CH3:26]. (5) Given the product [F:1][C:2]1[CH:3]=[CH:4][C:5]([C:8]2[N:9]=[CH:10][N:11]3[C:20]=2[CH:19]=[C:18]2[C@@:13]([CH3:26])([C@@H:14]([CH2:21][CH2:22][NH:28][C:27](=[O:34])[O:29][C:30]([CH3:33])([CH3:32])[CH3:31])[CH2:15][CH2:16][CH2:17]2)[CH2:12]3)=[CH:6][CH:7]=1.[F:42][C:43]([F:48])([F:47])[C:44]([OH:46])=[O:45], predict the reactants needed to synthesize it. The reactants are: [F:1][C:2]1[CH:7]=[CH:6][C:5]([C:8]2[N:9]=[CH:10][N:11]3[C:20]=2[CH:19]=[C:18]2[C@@:13]([CH3:26])([C@@H:14]([CH2:21][CH:22](OC)O)[CH2:15][CH2:16][CH2:17]2)[CH2:12]3)=[CH:4][CH:3]=1.[C:27](=[O:34])([O:29][C:30]([CH3:33])([CH3:32])[CH3:31])[NH2:28].C([SiH](CC)CC)C.[F:42][C:43]([F:48])([F:47])[C:44]([OH:46])=[O:45]. (6) The reactants are: [Cl:1][C:2]1[CH:24]=[CH:23][CH:22]=[C:21]([O:25][CH3:26])[C:3]=1[CH2:4][N:5]1[C:13]2[C:8](=[CH:9][CH:10]=[C:11]([C:14]([F:19])([F:18])[C:15]([OH:17])=[O:16])[CH:12]=2)[C:7]([CH3:20])=[N:6]1.[OH-].[K+:28]. Given the product [Cl:1][C:2]1[CH:24]=[CH:23][CH:22]=[C:21]([O:25][CH3:26])[C:3]=1[CH2:4][N:5]1[C:13]2[C:8](=[CH:9][CH:10]=[C:11]([C:14]([F:18])([F:19])[C:15]([O-:17])=[O:16])[CH:12]=2)[C:7]([CH3:20])=[N:6]1.[K+:28], predict the reactants needed to synthesize it. (7) The reactants are: [C:1]([C:5]1[CH:9]=[C:8]([NH:10][C:11]([NH:13][C@@H:14]2[C:23]3[C:18](=[CH:19][CH:20]=[CH:21][CH:22]=3)[C@H:17]([O:24][C:25]3[CH:26]=[CH:27][C:28]4[N:29]([C:31]([N:34]5[CH2:39][CH2:38][CH2:37][CH2:36][C@@H:35]5[CH3:40])=[N:32][N:33]=4)[CH:30]=3)[CH2:16][CH2:15]2)=[O:12])[N:7]([C:41]2[CH:42]=[C:43]([CH:52]=[CH:53][CH:54]=2)[O:44][CH2:45][CH2:46][O:47]S(C)(=O)=O)[N:6]=1)([CH3:4])([CH3:3])[CH3:2].[CH2:55]([NH:57][CH2:58][CH3:59])[CH3:56].C1C[O:63]CC1. Given the product [CH:46]([OH:47])=[O:63].[C:1]([C:5]1[CH:9]=[C:8]([NH:10][C:11]([NH:13][C@@H:14]2[C:23]3[C:18](=[CH:19][CH:20]=[CH:21][CH:22]=3)[C@H:17]([O:24][C:25]3[CH:26]=[CH:27][C:28]4[N:29]([C:31]([N:34]5[CH2:39][CH2:38][CH2:37][CH2:36][C@@H:35]5[CH3:40])=[N:32][N:33]=4)[CH:30]=3)[CH2:16][CH2:15]2)=[O:12])[N:7]([C:41]2[CH:54]=[CH:53][CH:52]=[C:43]([O:44][CH2:45][CH2:46][N:57]([CH2:58][CH3:59])[CH2:55][CH3:56])[CH:42]=2)[N:6]=1)([CH3:2])([CH3:4])[CH3:3], predict the reactants needed to synthesize it. (8) Given the product [F:1][C:2]1[CH:9]=[CH:8][CH:7]=[CH:6][C:3]=1[CH:4]=[CH:10][C:11](=[O:12])[CH:13]=[CH:4][C:3]1[CH:6]=[CH:7][CH:8]=[CH:9][C:2]=1[F:1], predict the reactants needed to synthesize it. The reactants are: [F:1][C:2]1[CH:9]=[CH:8][CH:7]=[CH:6][C:3]=1[CH:4]=O.[CH3:10][C:11]([CH3:13])=[O:12].[OH-].[Na+].O.